Dataset: Cav3 T-type calcium channel HTS with 100,875 compounds. Task: Binary Classification. Given a drug SMILES string, predict its activity (active/inactive) in a high-throughput screening assay against a specified biological target. (1) The molecule is o1c2c(cc(c1=N)C(=O)Nc1ccc(OC)cc1)cc(OC)cc2. The result is 0 (inactive). (2) The molecule is s1c2c(nc1SCC(=O)NCc1occc1)ccc(OCC)c2. The result is 0 (inactive). (3) The compound is Brc1c(CN2CC(CCC2)C(=O)N2CCCCC2)cccc1. The result is 0 (inactive). (4) The molecule is o1c2nc(n(CCOC)c(=O)c2c(=O)c2c1cccc2)c1ccccc1. The result is 0 (inactive). (5) The molecule is O(c1c(OC)cc(cc1)/C=N\n1cnnc1)CC(=O)Nc1c(OC)cccc1. The result is 0 (inactive). (6) The compound is S1CC(=Nn2c(nnc12)COc1ccc(OC)cc1)c1ccc(cc1)C. The result is 0 (inactive). (7) The compound is Clc1ccc(S(=O)(=O)Cc2oc(C(=O)NC(c3cc4OCCOc4cc3)C)cc2)cc1. The result is 0 (inactive). (8) The drug is S(=O)(=O)(c1c(OC(=O)C)n(nc1C)C(C)(C)C)c1ccc(cc1)C. The result is 0 (inactive).